Dataset: Peptide-MHC class I binding affinity with 185,985 pairs from IEDB/IMGT. Task: Regression. Given a peptide amino acid sequence and an MHC pseudo amino acid sequence, predict their binding affinity value. This is MHC class I binding data. (1) The peptide sequence is KLITQFETY. The MHC is HLA-A30:02 with pseudo-sequence HLA-A30:02. The binding affinity (normalized) is 0.172. (2) The peptide sequence is WLVSNGSYL. The MHC is H-2-Db with pseudo-sequence H-2-Db. The binding affinity (normalized) is 0.456. (3) The peptide sequence is DAKNDDWKKY. The MHC is HLA-A03:01 with pseudo-sequence HLA-A03:01. The binding affinity (normalized) is 0. (4) The peptide sequence is FVKDWMERI. The MHC is HLA-B51:01 with pseudo-sequence HLA-B51:01. The binding affinity (normalized) is 0.0847. (5) The MHC is HLA-A31:01 with pseudo-sequence HLA-A31:01. The peptide sequence is IFLRFIPDK. The binding affinity (normalized) is 0.316.